From a dataset of NCI-60 drug combinations with 297,098 pairs across 59 cell lines. Regression. Given two drug SMILES strings and cell line genomic features, predict the synergy score measuring deviation from expected non-interaction effect. Drug 1: CC1=CC=C(C=C1)C2=CC(=NN2C3=CC=C(C=C3)S(=O)(=O)N)C(F)(F)F. Drug 2: CN1C(=O)N2C=NC(=C2N=N1)C(=O)N. Cell line: RXF 393. Synergy scores: CSS=0.991, Synergy_ZIP=-0.359, Synergy_Bliss=-0.986, Synergy_Loewe=-1.37, Synergy_HSA=-1.41.